From a dataset of Full USPTO retrosynthesis dataset with 1.9M reactions from patents (1976-2016). Predict the reactants needed to synthesize the given product. Given the product [CH3:1][O:2][C:3]1[C:4]([CH3:23])=[C:5]([C:14]([O:21][CH3:22])=[C:15]([O:19][CH3:20])[C:16]=1[O:17][CH3:18])[CH2:6][C:7]1[CH:12]=[CH:11][C:10]([OH:13])=[C:9]([CH:8]=1)[CH:36]=[O:37], predict the reactants needed to synthesize it. The reactants are: [CH3:1][O:2][C:3]1[C:4]([CH3:23])=[C:5]([C:14]([O:21][CH3:22])=[C:15]([O:19][CH3:20])[C:16]=1[O:17][CH3:18])[CH2:6][C:7]1[CH:12]=[CH:11][C:10]([OH:13])=[CH:9][CH:8]=1.C1N2CN3CN(C2)CN1C3.FC(F)(F)[C:36](O)=[O:37].